Dataset: TCR-epitope binding with 47,182 pairs between 192 epitopes and 23,139 TCRs. Task: Binary Classification. Given a T-cell receptor sequence (or CDR3 region) and an epitope sequence, predict whether binding occurs between them. (1) The epitope is FLNRFTTTL. The TCR CDR3 sequence is CASSQVGSQETQYF. Result: 1 (the TCR binds to the epitope). (2) The epitope is VLWAHGFEL. The TCR CDR3 sequence is CASGSPWQGGDEQFF. Result: 1 (the TCR binds to the epitope). (3) Result: 0 (the TCR does not bind to the epitope). The TCR CDR3 sequence is CASSLAPDLAYNEQFF. The epitope is KPLEFGATSAAL. (4) The epitope is KLPDDFTGCV. The TCR CDR3 sequence is CASSLWPGASNEQFF. Result: 0 (the TCR does not bind to the epitope). (5) The epitope is FLNRFTTTL. The TCR CDR3 sequence is CSASPGITNTGELFF. Result: 1 (the TCR binds to the epitope). (6) The epitope is ILGLPTQTV. The TCR CDR3 sequence is CASSLMNTEAFF. Result: 0 (the TCR does not bind to the epitope).